From a dataset of NCI-60 drug combinations with 297,098 pairs across 59 cell lines. Regression. Given two drug SMILES strings and cell line genomic features, predict the synergy score measuring deviation from expected non-interaction effect. (1) Drug 1: C1C(C(OC1N2C=C(C(=O)NC2=O)F)CO)O. Drug 2: CCC1(CC2CC(C3=C(CCN(C2)C1)C4=CC=CC=C4N3)(C5=C(C=C6C(=C5)C78CCN9C7C(C=CC9)(C(C(C8N6C=O)(C(=O)OC)O)OC(=O)C)CC)OC)C(=O)OC)O.OS(=O)(=O)O. Cell line: SK-OV-3. Synergy scores: CSS=19.8, Synergy_ZIP=-7.76, Synergy_Bliss=2.74, Synergy_Loewe=-0.576, Synergy_HSA=4.31. (2) Drug 1: C1=C(C(=O)NC(=O)N1)N(CCCl)CCCl. Drug 2: C(CC(=O)O)C(=O)CN.Cl. Cell line: OVCAR-8. Synergy scores: CSS=17.2, Synergy_ZIP=-2.54, Synergy_Bliss=0.623, Synergy_Loewe=-18.9, Synergy_HSA=-0.950.